This data is from NCI-60 drug combinations with 297,098 pairs across 59 cell lines. The task is: Regression. Given two drug SMILES strings and cell line genomic features, predict the synergy score measuring deviation from expected non-interaction effect. (1) Drug 1: CC1OCC2C(O1)C(C(C(O2)OC3C4COC(=O)C4C(C5=CC6=C(C=C35)OCO6)C7=CC(=C(C(=C7)OC)O)OC)O)O. Drug 2: CN1C2=C(C=C(C=C2)N(CCCl)CCCl)N=C1CCCC(=O)O.Cl. Cell line: NCIH23. Synergy scores: CSS=45.5, Synergy_ZIP=-0.841, Synergy_Bliss=-0.996, Synergy_Loewe=-31.0, Synergy_HSA=-0.0189. (2) Drug 1: C1=CC=C(C=C1)NC(=O)CCCCCCC(=O)NO. Drug 2: CN(CCCl)CCCl.Cl. Cell line: NCI-H522. Synergy scores: CSS=13.8, Synergy_ZIP=-2.86, Synergy_Bliss=-2.04, Synergy_Loewe=-9.77, Synergy_HSA=-3.83.